Dataset: Forward reaction prediction with 1.9M reactions from USPTO patents (1976-2016). Task: Predict the product of the given reaction. (1) The product is: [CH3:20][C:14]1[CH:15]=[C:16]([CH3:19])[CH:17]=[CH:18][C:13]=1[C:12](=[O:11])[CH2:2][C:1]#[N:3]. Given the reactants [C:1](#[N:3])[CH3:2].C([Li])CCC.C([O:11][C:12](=O)[C:13]1[CH:18]=[CH:17][C:16]([CH3:19])=[CH:15][C:14]=1[CH3:20])C.[OH-].[Na+], predict the reaction product. (2) Given the reactants Br[C:2]1[CH:3]=[C:4]([C:18]([F:21])([F:20])[F:19])[C:5]2[C:6](=[N:8][N:9]([CH3:17])[C:10]=2[C:11]2[CH:16]=[CH:15][CH:14]=[CH:13][CH:12]=2)[N:7]=1.COCCOC.O.[NH2:29][C:30]1[CH:37]=[CH:36][C:35](B2OC(C)(C)C(C)(C)O2)=[CH:34][C:31]=1[C:32]#[N:33].O.O.P([O-])([O-])([O-])=O.[K+].[K+].[K+], predict the reaction product. The product is: [NH2:29][C:30]1[CH:37]=[CH:36][C:35]([C:2]2[CH:3]=[C:4]([C:18]([F:21])([F:20])[F:19])[C:5]3[C:6](=[N:8][N:9]([CH3:17])[C:10]=3[C:11]3[CH:16]=[CH:15][CH:14]=[CH:13][CH:12]=3)[N:7]=2)=[CH:34][C:31]=1[C:32]#[N:33]. (3) Given the reactants Cl[C:2]([O:4][CH:5]([CH3:7])[CH3:6])=[O:3].[CH:8]1([N:11]([CH:30]2[CH2:35][CH2:34][NH:33][CH2:32][CH2:31]2)[C:12](=[O:29])[C:13]2[CH:18]=[CH:17][C:16]([C:19]3[CH:24]=[CH:23][C:22]([S:25]([CH3:28])(=[O:27])=[O:26])=[CH:21][CH:20]=3)=[N:15][CH:14]=2)[CH2:10][CH2:9]1.C(N(C(C)C)C(C)C)C, predict the reaction product. The product is: [CH:5]([O:4][C:2]([N:33]1[CH2:32][CH2:31][CH:30]([N:11]([CH:8]2[CH2:10][CH2:9]2)[C:12]([C:13]2[CH:14]=[N:15][C:16]([C:19]3[CH:24]=[CH:23][C:22]([S:25]([CH3:28])(=[O:26])=[O:27])=[CH:21][CH:20]=3)=[CH:17][CH:18]=2)=[O:29])[CH2:35][CH2:34]1)=[O:3])([CH3:7])[CH3:6]. (4) Given the reactants [CH3:1][C:2]1[O:6][N:5]=[C:4]([C:7]2[CH:12]=[CH:11][CH:10]=[CH:9][CH:8]=2)[C:3]=1[CH2:13][O:14][C:15]1[CH:23]=[CH:22][C:18]([C:19]([OH:21])=O)=[CH:17][N:16]=1.[CH2:24]([CH:26]([CH2:29][CH3:30])[CH2:27][NH2:28])[CH3:25], predict the reaction product. The product is: [CH2:24]([CH:26]([CH2:29][CH3:30])[CH2:27][NH:28][C:19](=[O:21])[C:18]1[CH:22]=[CH:23][C:15]([O:14][CH2:13][C:3]2[C:4]([C:7]3[CH:8]=[CH:9][CH:10]=[CH:11][CH:12]=3)=[N:5][O:6][C:2]=2[CH3:1])=[N:16][CH:17]=1)[CH3:25]. (5) Given the reactants [NH2:1][C@H:2]1[CH2:7][CH2:6][C@H:5]([OH:8])[CH2:4][CH2:3]1.Cl[C:10]1[N:15]=[C:14]([C:16]2[C:24]3[C:19](=[CH:20][CH:21]=[CH:22][CH:23]=3)[N:18]([CH3:25])[CH:17]=2)[CH:13]=[CH:12][N:11]=1, predict the reaction product. The product is: [CH3:25][N:18]1[C:19]2[C:24](=[CH:23][CH:22]=[CH:21][CH:20]=2)[C:16]([C:14]2[CH:13]=[CH:12][N:11]=[C:10]([NH:1][C@H:2]3[CH2:7][CH2:6][C@H:5]([OH:8])[CH2:4][CH2:3]3)[N:15]=2)=[CH:17]1. (6) Given the reactants [NH2:1][C:2]1[C:11]2[CH:10]=[CH:9][CH:8]=[C:7](Br)[C:6]=2[N:5]=[C:4]2[CH2:13][N:14]([CH:17]3[CH2:20][CH2:19][CH2:18]3)[C:15](=[O:16])[C:3]=12.[CH3:21][O:22][C:23]1[N:28]=[C:27]([Sn](CCCC)(CCCC)CCCC)[CH:26]=[CH:25][CH:24]=1, predict the reaction product. The product is: [NH2:1][C:2]1[C:11]2[CH:10]=[CH:9][CH:8]=[C:7]([C:27]3[CH:26]=[CH:25][CH:24]=[C:23]([O:22][CH3:21])[N:28]=3)[C:6]=2[N:5]=[C:4]2[CH2:13][N:14]([CH:17]3[CH2:20][CH2:19][CH2:18]3)[C:15](=[O:16])[C:3]=12.